Dataset: Full USPTO retrosynthesis dataset with 1.9M reactions from patents (1976-2016). Task: Predict the reactants needed to synthesize the given product. (1) Given the product [OH:23][CH2:22][C:18]1([CH2:17][NH:16][C:9](=[O:10])[O:11][C:12]([CH3:13])([CH3:14])[CH3:15])[CH2:21][CH2:20][CH2:19]1, predict the reactants needed to synthesize it. The reactants are: [C:9](O[C:9]([O:11][C:12]([CH3:15])([CH3:14])[CH3:13])=[O:10])([O:11][C:12]([CH3:15])([CH3:14])[CH3:13])=[O:10].[NH2:16][CH2:17][C:18]1([CH2:22][OH:23])[CH2:21][CH2:20][CH2:19]1.[NH4+].[Cl-]. (2) Given the product [Br:1][C:2]1[CH:12]=[C:6]([CH2:7][OH:8])[CH:5]=[N:4][CH:3]=1, predict the reactants needed to synthesize it. The reactants are: [Br:1][C:2]1[CH:3]=[N:4][CH:5]=[C:6]([CH:12]=1)[C:7](OCC)=[O:8].[H-].[H-].[H-].[H-].[Li+].[Al+3].Cl.[O-]S([O-])(=O)=O.[Na+].[Na+]. (3) Given the product [C:1]([N:4]1[C:13]2[C:8](=[CH:9][C:10]([C:14]([NH:43][CH2:42][CH2:41][O:56][CH3:55])=[O:15])=[CH:11][CH:12]=2)[C@H:7]([NH:17][C:18]2[CH:23]=[CH:22][CH:21]=[C:20]([CH3:24])[N:19]=2)[C@@H:6]([CH3:25])[C@@H:5]1[CH:26]1[CH2:27][CH2:28]1)(=[O:3])[CH3:2], predict the reactants needed to synthesize it. The reactants are: [C:1]([N:4]1[C:13]2[C:8](=[CH:9][C:10]([C:14](O)=[O:15])=[CH:11][CH:12]=2)[C@H:7]([NH:17][C:18]2[CH:23]=[CH:22][CH:21]=[C:20]([CH3:24])[N:19]=2)[C@@H:6]([CH3:25])[C@@H:5]1[CH:26]1[CH2:28][CH2:27]1)(=[O:3])[CH3:2].CN(C(ON1N=NC2C=[CH:41][CH:42]=[N:43]C1=2)=[N+](C)C)C.F[P-](F)(F)(F)(F)F.NC[CH2:55][OH:56].CCN(C(C)C)C(C)C. (4) Given the product [Cl:1][C:2]1[CH:7]=[C:6]([Cl:8])[CH:5]=[CH:4][C:3]=1[C:9]1[C:10]2[N:11]([C:15]([N:20]([CH2:24][CH2:25][CH3:26])[CH2:21][CH2:22][CH3:23])=[C:16]([CH2:18][CH3:19])[N:17]=2)[CH:12]=[CH:13][N:14]=1, predict the reactants needed to synthesize it. The reactants are: [Cl:1][C:2]1[CH:7]=[C:6]([Cl:8])[CH:5]=[CH:4][C:3]=1[C:9]1[C:10]2[N:11]([C:15]([NH:20][CH2:21][CH2:22][CH3:23])=[C:16]([CH2:18][CH3:19])[N:17]=2)[CH:12]=[CH:13][N:14]=1.[CH:24](=O)[CH2:25][CH3:26].S(=O)(=O)(O)O.[BH4-].[Na+].[OH-].[Na+]. (5) Given the product [CH2:15]([N:22]1[C@@H:23]([CH3:29])[CH2:24][N:25]([C:2]2[CH:3]=[CH:4][C:5]3[N:6]([C:8]([C:11]([F:14])([F:13])[F:12])=[N:9][N:10]=3)[N:7]=2)[C@H:26]([CH3:28])[CH2:27]1)[C:16]1[CH:17]=[CH:18][CH:19]=[CH:20][CH:21]=1, predict the reactants needed to synthesize it. The reactants are: Cl[C:2]1[CH:3]=[CH:4][C:5]2[N:6]([C:8]([C:11]([F:14])([F:13])[F:12])=[N:9][N:10]=2)[N:7]=1.[CH2:15]([N:22]1[CH2:27][C@@H:26]([CH3:28])[NH:25][CH2:24][C@@H:23]1[CH3:29])[C:16]1[CH:21]=[CH:20][CH:19]=[CH:18][CH:17]=1.CCN(C(C)C)C(C)C.